Dataset: Catalyst prediction with 721,799 reactions and 888 catalyst types from USPTO. Task: Predict which catalyst facilitates the given reaction. (1) The catalyst class is: 10. Product: [CH3:1][C:2]1([CH3:14])[C:6]([CH3:7])([CH3:8])[O:5][B:4]([C:9]2[CH:13]=[N:12][N:11]([CH2:15][C@@H:16]([OH:17])[CH3:18])[CH:10]=2)[O:3]1. Reactant: [CH3:1][C:2]1([CH3:14])[C:6]([CH3:8])([CH3:7])[O:5][B:4]([C:9]2[CH:10]=[N:11][NH:12][CH:13]=2)[O:3]1.[CH3:15][C@H:16]1[CH2:18][O:17]1.C(N(CC)CC)C. (2) Reactant: [C:1]([Si:5]([CH3:23])([CH3:22])[O:6][CH2:7][CH2:8][N:9]1[C:17]2[C:12](=[CH:13][C:14]([CH3:21])=[C:15]([N+:18]([O-])=O)[CH:16]=2)[CH:11]=[N:10]1)([CH3:4])([CH3:3])[CH3:2].[Cl-].[NH4+]. Product: [C:1]([Si:5]([CH3:23])([CH3:22])[O:6][CH2:7][CH2:8][N:9]1[C:17]2[C:12](=[CH:13][C:14]([CH3:21])=[C:15]([NH2:18])[CH:16]=2)[CH:11]=[N:10]1)([CH3:4])([CH3:3])[CH3:2]. The catalyst class is: 190. (3) Product: [CH2:12]([O:19][C:20](=[O:26])[C@@H:21]([NH:22][CH2:50][C:47]1[CH:48]=[CH:49][C:44]([C:39]2[CH:40]=[CH:41][CH:42]=[CH:43][C:38]=2[C:37]2[NH:33][N:34]=[N:35][N:36]=2)=[CH:45][CH:46]=1)[CH:23]([CH3:24])[CH3:25])[C:13]1[CH:18]=[CH:17][CH:16]=[CH:15][CH:14]=1. Reactant: S(C1C=CC(C)=CC=1)(O)(=O)=O.[CH2:12]([O:19][C:20](=[O:26])[C@H:21]([CH:23]([CH3:25])[CH3:24])[NH2:22])[C:13]1[CH:18]=[CH:17][CH:16]=[CH:15][CH:14]=1.C(=O)([O-])[O-].[Na+].[Na+].[NH:33]1[C:37]([C:38]2[CH:43]=[CH:42][CH:41]=[CH:40][C:39]=2[C:44]2[CH:49]=[CH:48][C:47]([CH:50]=O)=[CH:46][CH:45]=2)=[N:36][N:35]=[N:34]1.C(N(C(C)C)C(C)C)C.[BH4-].[Na+]. The catalyst class is: 93. (4) Reactant: [Br:1][C:2]1[CH:22]=[CH:21][C:5]([CH2:6][N:7]2[C:16](=[O:17])[C:15]3[C:10](=[CH:11][CH:12]=[C:13](I)[CH:14]=3)[N:9]([CH3:19])[C:8]2=[O:20])=[CH:4][CH:3]=1.C(N(C(C)C)CC)(C)C.[C:32]1([CH2:38][C:39]#[CH:40])[CH:37]=[CH:36][CH:35]=[CH:34][CH:33]=1.O. Product: [Br:1][C:2]1[CH:22]=[CH:21][C:5]([CH2:6][N:7]2[C:16](=[O:17])[C:15]3[C:10](=[CH:11][CH:12]=[C:13]([C:40]#[C:39][CH2:38][C:32]4[CH:37]=[CH:36][CH:35]=[CH:34][CH:33]=4)[CH:14]=3)[N:9]([CH3:19])[C:8]2=[O:20])=[CH:4][CH:3]=1. The catalyst class is: 122. (5) Reactant: [H-].[Na+].[Cl:3][C:4]1[CH:9]=[CH:8][C:7]([CH2:10][C:11]#[N:12])=[CH:6][CH:5]=1.[Br:13][C:14]1[CH:19]=[C:18]([N+:20]([O-:22])=[O:21])[CH:17]=[C:16]([Br:23])[C:15]=1OC.Cl. Product: [Br:13][C:14]1[CH:19]=[C:18]([N+:20]([O-:22])=[O:21])[CH:17]=[C:16]([Br:23])[C:15]=1[CH:10]([C:7]1[CH:8]=[CH:9][C:4]([Cl:3])=[CH:5][CH:6]=1)[C:11]#[N:12]. The catalyst class is: 18.